This data is from Reaction yield outcomes from USPTO patents with 853,638 reactions. The task is: Predict the reaction yield, written as a fraction of the theoretical maximum amount of product (1.0 means a 100% yield; for example, 0.34 means a 34% yield). (1) The reactants are [NH2:1][C:2]1[CH:3]=[C:4]([C:8]2[CH2:9][CH2:10][N:11]([C:14]([O:16][C:17]([CH3:20])([CH3:19])[CH3:18])=[O:15])[CH2:12][CH:13]=2)[CH:5]=[CH:6][CH:7]=1.C(N(C(C)C)CC)(C)C.[C:30](Cl)(=[O:34])[CH:31]([CH3:33])[CH3:32]. The catalyst is ClCCl. The product is [C:30]([NH:1][C:2]1[CH:3]=[C:4]([C:8]2[CH2:13][CH2:12][N:11]([C:14]([O:16][C:17]([CH3:20])([CH3:19])[CH3:18])=[O:15])[CH2:10][CH:9]=2)[CH:5]=[CH:6][CH:7]=1)(=[O:34])[CH:31]([CH3:33])[CH3:32]. The yield is 0.520. (2) The reactants are [NH2:1][C:2]1[CH:3]=[C:4]([NH:9][C:10]2[CH:11]=[C:12]([N:21]([CH2:28][C:29]3[CH:34]=[CH:33][C:32]([O:35][CH3:36])=[CH:31][CH:30]=3)[C:22]3[CH:27]=[CH:26][CH:25]=[CH:24][N:23]=3)[C:13]3[N:14]([C:16]([C:19]#[N:20])=[CH:17][N:18]=3)[N:15]=2)[CH:5]=[CH:6][C:7]=1[F:8].CCN(C(C)C)C(C)C.Cl[C:47]([O:49][CH3:50])=[O:48]. The catalyst is C1COCC1. The product is [C:19]([C:16]1[N:14]2[N:15]=[C:10]([NH:9][C:4]3[CH:5]=[CH:6][C:7]([F:8])=[C:2]([NH:1][C:47](=[O:48])[O:49][CH3:50])[CH:3]=3)[CH:11]=[C:12]([N:21]([CH2:28][C:29]3[CH:30]=[CH:31][C:32]([O:35][CH3:36])=[CH:33][CH:34]=3)[C:22]3[CH:27]=[CH:26][CH:25]=[CH:24][N:23]=3)[C:13]2=[N:18][CH:17]=1)#[N:20]. The yield is 0.163. (3) The reactants are [OH:1][N:2]=[C:3](Cl)[C:4]1[C:8]([NH:9][CH2:10][CH2:11][CH2:12][O:13][CH3:14])=[N:7][O:6][N:5]=1.[F:16][C:17]1[CH:22]=[CH:21][C:20]([NH2:23])=[CH:19][C:18]=1[C:24]([F:27])([F:26])[F:25]. No catalyst specified. The product is [F:16][C:17]1[CH:22]=[CH:21][C:20]([NH:23][C:3]([C:4]2[C:8]([NH:9][CH2:10][CH2:11][CH2:12][O:13][CH3:14])=[N:7][O:6][N:5]=2)=[N:2][OH:1])=[CH:19][C:18]=1[C:24]([F:25])([F:26])[F:27]. The yield is 0.870. (4) The catalyst is O1CCOCC1.C1C=CC(P(C2C=CC=CC=2)[C-]2C=CC=C2)=CC=1.C1C=CC(P(C2C=CC=CC=2)[C-]2C=CC=C2)=CC=1.Cl[Pd]Cl.[Fe+2]. The product is [CH2:13]1[C:14]2[C:19](=[CH:18][CH:17]=[CH:16][CH:15]=2)[CH2:20][CH2:21][N:12]1[CH2:11][CH:10]([OH:22])[CH2:9][NH:8][C:4]1[CH:5]=[CH:6][CH:7]=[C:2]([C:31]2[CH:32]=[CH:33][C:28]3[N:27]=[CH:26][N:25]([CH3:24])[C:29]=3[CH:30]=2)[CH:3]=1. The reactants are Br[C:2]1[CH:3]=[C:4]([NH:8][CH2:9][CH:10]([OH:22])[CH2:11][N:12]2[CH2:21][CH2:20][C:19]3[C:14](=[CH:15][CH:16]=[CH:17][CH:18]=3)[CH2:13]2)[CH:5]=[CH:6][CH:7]=1.O.[CH3:24][N:25]1[C:29]2[CH:30]=[C:31](B3OC(C)(C)C(C)(C)O3)[CH:32]=[CH:33][C:28]=2[N:27]=[CH:26]1.C([O-])([O-])=O.[Cs+].[Cs+]. The yield is 0.340. (5) The reactants are [F:1][C:2]1[CH:7]=[CH:6][CH:5]=[CH:4][C:3]=1[C:8]1[C:13]([CH:14]=O)=[C:12]([NH:16][C:17]2[CH:22]=[CH:21][CH:20]=[CH:19][C:18]=2[F:23])[N:11]=[C:10]([S:24][CH3:25])[N:9]=1.[CH3:26][C:27](OC(C)=O)=[O:28]. The catalyst is N1C=CC=CC=1. The product is [F:1][C:2]1[CH:7]=[CH:6][CH:5]=[CH:4][C:3]=1[C:8]1[C:13]2[CH:14]=[CH:26][C:27](=[O:28])[N:16]([C:17]3[CH:22]=[CH:21][CH:20]=[CH:19][C:18]=3[F:23])[C:12]=2[N:11]=[C:10]([S:24][CH3:25])[N:9]=1. The yield is 0.760. (6) The reactants are Cl[C:2]1[C:7]([Cl:8])=[C:6]([I:9])[CH:5]=[CH:4][N:3]=1.O.[NH2:11][NH2:12].[NH4+].[OH-]. The catalyst is O1CCOCC1.CCO. The product is [Cl:8][C:7]1[C:2]([NH:11][NH2:12])=[N:3][CH:4]=[CH:5][C:6]=1[I:9]. The yield is 0.520. (7) The reactants are [Cl-].[Cl-].[Cl-].[Al+3].[NH:5]1[C:9]2=[N:10][CH:11]=[CH:12][CH:13]=[C:8]2[CH:7]=[CH:6]1.[C:14](Cl)(=[O:19])[C:15]#[C:16][CH2:17][CH3:18].C(=O)([O-])O.[Na+]. The catalyst is ClCCl. The product is [NH:5]1[C:9]2=[N:10][CH:11]=[CH:12][CH:13]=[C:8]2[C:7]([C:14](=[O:19])[C:15]#[C:16][CH2:17][CH3:18])=[CH:6]1. The yield is 0.740. (8) The reactants are [Br:1][C:2]1[CH:7]=[CH:6][C:5]([C@@H:8]([NH2:10])[CH3:9])=[CH:4][CH:3]=1.[C:11](O[C:11]([O:13][C:14]([CH3:17])([CH3:16])[CH3:15])=[O:12])([O:13][C:14]([CH3:17])([CH3:16])[CH3:15])=[O:12].C(N(CC)CC)C. The catalyst is ClCCl. The product is [Br:1][C:2]1[CH:7]=[CH:6][C:5]([C@@H:8]([NH:10][C:11](=[O:12])[O:13][C:14]([CH3:17])([CH3:16])[CH3:15])[CH3:9])=[CH:4][CH:3]=1. The yield is 0.980. (9) The reactants are NOS(O)(=O)=O.[C:7]1(=[O:15])[CH2:14][CH2:13][CH2:12][CH2:11][CH2:10][CH2:9][CH2:8]1.[Cl-].[NH4+:17].O. The catalyst is C(O)=O. The product is [C:7]1(=[O:15])[CH2:8][CH2:9][CH2:10][CH2:11][CH2:12][CH2:13][CH2:14][NH:17]1. The yield is 0.650.